The task is: Predict the reaction yield, written as a fraction of the theoretical maximum amount of product (1.0 means a 100% yield; for example, 0.34 means a 34% yield).. This data is from Reaction yield outcomes from USPTO patents with 853,638 reactions. (1) The reactants are CC(OC([N:8]1[CH2:13][CH2:12][CH:11]([C:14]2[CH:15]=[C:16]([CH:20]=[CH:21][CH:22]=2)[C:17]([OH:19])=O)[CH2:10][CH2:9]1)=O)(C)C.[NH2:23][CH2:24][C:25]1[CH:26]=[CH:27][C:28]([F:55])=[C:29]([C:31]2[CH:36]=[CH:35][CH:34]=[C:33]([CH2:37][N:38]3[CH2:43][CH2:42][N:41]([C:44]([O:46][CH2:47][C:48]4[CH:53]=[CH:52][CH:51]=[CH:50][CH:49]=4)=[O:45])[C@@H:40]([CH3:54])[CH2:39]3)[CH:32]=2)[CH:30]=1.CCN(C(C)C)C(C)C.CN(C(ON1N=NC2C=CC=NC1=2)=[N+](C)C)C.F[P-](F)(F)(F)(F)F.C([O-])([O-])=O.[Na+].[Na+]. The catalyst is CN(C=O)C.CCOC(C)=O. The product is [F:55][C:28]1[CH:27]=[CH:26][C:25]([CH2:24][NH:23][C:17]([C:16]2[CH:20]=[CH:21][CH:22]=[C:14]([CH:11]3[CH2:10][CH2:9][NH:8][CH2:13][CH2:12]3)[CH:15]=2)=[O:19])=[CH:30][C:29]=1[C:31]1[CH:36]=[CH:35][CH:34]=[C:33]([CH2:37][N:38]2[CH2:43][CH2:42][N:41]([C:44]([O:46][CH2:47][C:48]3[CH:53]=[CH:52][CH:51]=[CH:50][CH:49]=3)=[O:45])[C@@H:40]([CH3:54])[CH2:39]2)[CH:32]=1. The yield is 0.430. (2) The reactants are Br[C:2]1[C:7]([O:8][CH3:9])=[CH:6][C:5]([NH2:10])=[CH:4][C:3]=1[O:11][CH3:12].C1(B(O)O)C=CC=CC=1.[Cl:22][C:23]1[CH:28]=[CH:27][C:26](B(O)O)=[CH:25][CH:24]=1. No catalyst specified. The product is [Cl:22][C:23]1[CH:28]=[CH:27][C:26]([C:2]2[C:7]([O:8][CH3:9])=[CH:6][C:5]([NH2:10])=[CH:4][C:3]=2[O:11][CH3:12])=[CH:25][CH:24]=1. The yield is 0.620. (3) The reactants are Cl[C:2]1[C:11]2[C:6](=[CH:7][CH:8]=[CH:9][CH:10]=2)[N:5]=[C:4]([CH3:12])[N:3]=1.[N+:13]([C:16]1[CH:21]=[CH:20][C:19]([NH:22][CH3:23])=[CH:18][CH:17]=1)([O-:15])=[O:14].[H-].[Na+]. The catalyst is CN(C)C=O. The product is [CH3:12][C:4]1[N:3]=[C:2]([N:22]([C:19]2[CH:18]=[CH:17][C:16]([N+:13]([O-:15])=[O:14])=[CH:21][CH:20]=2)[CH3:23])[C:11]2[C:6](=[CH:7][CH:8]=[CH:9][CH:10]=2)[N:5]=1. The yield is 0.670. (4) The reactants are Br[C:2]1[S:24][C:5]2[N:6]([CH3:23])[N:7]=[C:8]([C:12]([NH:14][CH2:15][C:16]3[CH:21]=[CH:20][C:19]([Cl:22])=[CH:18][CH:17]=3)=[O:13])[S:9](=[O:11])(=[O:10])[C:4]=2[CH:3]=1.CN([CH:28]=[O:29])C.[CH2:30](N(CC)CC)[CH3:31]. No catalyst specified. The product is [Cl:22][C:19]1[CH:20]=[CH:21][C:16]([CH2:15][NH:14][C:12]([C:8]2[S:9](=[O:11])(=[O:10])[C:4]3[CH:3]=[C:2]([C:30]#[C:31][CH2:28][OH:29])[S:24][C:5]=3[N:6]([CH3:23])[N:7]=2)=[O:13])=[CH:17][CH:18]=1. The yield is 0.250. (5) The catalyst is CN1CCCC1=O. The reactants are [OH:1][C:2]1[CH:3]=[C:4]([C:14]2[N:15](C(OC(C)(C)C)=O)[C:16]([C:19]3[S:20][CH:21]=[CH:22][N:23]=3)=[CH:17][CH:18]=2)[CH:5]=[C:6]([O:8][C@@H:9]([CH3:13])[CH2:10][O:11][CH3:12])[CH:7]=1.[F:31][C:32]1[CH:33]=[C:34]([S:39]([N:42]2[CH2:45][CH2:44][CH2:43]2)(=[O:41])=[O:40])[CH:35]=[CH:36][C:37]=1F.[H-].[Na+].[Cl-].[NH4+]. The yield is 0.430. The product is [N:42]1([S:39]([C:34]2[CH:35]=[CH:36][C:37]([O:1][C:2]3[CH:3]=[C:4]([C:14]4[NH:15][C:16]([C:19]5[S:20][CH:21]=[CH:22][N:23]=5)=[CH:17][CH:18]=4)[CH:5]=[C:6]([O:8][C@@H:9]([CH3:13])[CH2:10][O:11][CH3:12])[CH:7]=3)=[C:32]([F:31])[CH:33]=2)(=[O:41])=[O:40])[CH2:45][CH2:44][CH2:43]1. (6) The reactants are O[C:2]1[CH:3]=[C:4]([C:11]([O:13][CH2:14][CH3:15])=[O:12])[C:5]2[CH:10]=[N:9][NH:8][C:6]=2[N:7]=1.P(Br)(Br)([Br:18])=O. The catalyst is C(#N)C. The product is [Br:18][C:2]1[CH:3]=[C:4]([C:11]([O:13][CH2:14][CH3:15])=[O:12])[C:5]2[CH:10]=[N:9][NH:8][C:6]=2[N:7]=1. The yield is 0.770. (7) The reactants are [N+:1]([C:4]1[CH:12]=[CH:11][CH:10]=[C:6]([C:7]([OH:9])=[O:8])[C:5]=1[C:13]([OH:15])=[O:14])([O-])=O.[H][H]. The catalyst is [Pd].C(O)C. The product is [NH2:1][C:4]1[CH:12]=[CH:11][CH:10]=[C:6]([C:7]([OH:9])=[O:8])[C:5]=1[C:13]([OH:15])=[O:14]. The yield is 0.840.